This data is from Retrosynthesis with 50K atom-mapped reactions and 10 reaction types from USPTO. The task is: Predict the reactants needed to synthesize the given product. (1) Given the product Cc1ncoc1-c1nc2ccc(-n3ccc(OCc4ccc(F)cc4)cc3=O)cc2n1C, predict the reactants needed to synthesize it. The reactants are: CNc1cc(-n2ccc(OCc3ccc(F)cc3)cc2=O)ccc1N.Cc1ncoc1C(=O)O. (2) Given the product CC(C)C(=O)Nc1cccc(C2CCN(CCCCNC(=O)C(c3ccccc3)c3ccccc3)CC2)c1, predict the reactants needed to synthesize it. The reactants are: CC(C)C(=O)Nc1cccc(C2CCN(CCCCN)CC2)c1.O=C(Cl)C(c1ccccc1)c1ccccc1. (3) The reactants are: CS(=O)(=O)Nc1ccc(CCOS(C)(=O)=O)cc1.O=C1CC2(CCCNC2)Oc2ccccc21. Given the product CS(=O)(=O)Nc1ccc(CCN2CCCC3(CC(=O)c4ccccc4O3)C2)cc1, predict the reactants needed to synthesize it. (4) Given the product N#Cc1ccc2c(c1)CCC(N1CCN(CCc3ccc4nonc4c3)CC1=O)C2, predict the reactants needed to synthesize it. The reactants are: N#Cc1ccc2c(c1)CCC(N1CCNCC1=O)C2.O=CCc1ccc2nonc2c1. (5) The reactants are: CCCCCCCCCCCC(=O)N[C@@H](CCC(=O)O)C(=O)O. Given the product CCCCCCCCCCCC(=O)N[C@H]1CCC(=O)OC1=O, predict the reactants needed to synthesize it.